Task: Predict the reactants needed to synthesize the given product.. Dataset: Full USPTO retrosynthesis dataset with 1.9M reactions from patents (1976-2016) (1) Given the product [Cl:1][C:2]1[C:7]([F:8])=[CH:6][C:5]([C@H:9]2[CH2:14][C@H:13]([C:15]3[O:22][NH:30][C:17](=[O:18])[CH:16]=3)[CH2:12][CH2:11][N:10]2[C:23]([O:25][CH3:26])=[O:24])=[CH:4][C:3]=1[F:27], predict the reactants needed to synthesize it. The reactants are: [Cl:1][C:2]1[C:7]([F:8])=[CH:6][C:5]([C@H:9]2[CH2:14][C@H:13]([C:15](=[O:22])[CH2:16][C:17](OCC)=[O:18])[CH2:12][CH2:11][N:10]2[C:23]([O:25][CH3:26])=[O:24])=[CH:4][C:3]=1[F:27].[OH-].[Na+].[NH2:30]O.Cl. (2) Given the product [S:1]([C:11]1[CH:19]=[CH:18][CH:17]=[CH:16][C:12]=1[C:13]([N:40]=[C:41]([NH2:43])[NH2:42])=[O:14])[C:2]1[CH:10]=[CH:9][CH:8]=[CH:7][C:3]=1[C:4]([N:37]=[C:36]([NH2:38])[NH2:35])=[O:5], predict the reactants needed to synthesize it. The reactants are: [S:1]([C:11]1[CH:19]=[CH:18][CH:17]=[CH:16][C:12]=1[C:13](O)=[O:14])[C:2]1[CH:10]=[CH:9][CH:8]=[CH:7][C:3]=1[C:4](O)=[O:5].CN1CCOCC1.C(OC(Cl)=O)C(C)C.[NH2:35][C:36]([NH2:38])=[NH:37].Cl.[NH2:40][C:41]([NH2:43])=[NH:42].C[O-].[Na+]. (3) Given the product [O:11]1[CH:12]=[CH:13][C:9]([C:16]2[CH:17]=[CH:18][C:19]([CH3:23])=[C:20]([CH:22]=2)[NH2:21])=[CH:10]1, predict the reactants needed to synthesize it. The reactants are: CC1(C)C(C)(C)OB([C:9]2[CH:13]=[CH:12][O:11][CH:10]=2)O1.Br[C:16]1[CH:17]=[CH:18][C:19]([CH3:23])=[C:20]([CH:22]=1)[NH2:21]. (4) Given the product [CH:1]([C:4]1[CH:5]=[CH:6][C:7]([CH2:10][C:11]([NH2:14])([CH3:12])[CH3:13])=[CH:8][CH:9]=1)([CH3:3])[CH3:2], predict the reactants needed to synthesize it. The reactants are: [CH:1]([C:4]1[CH:9]=[CH:8][C:7]([CH2:10][C:11]([NH:14]C(=O)C)([CH3:13])[CH3:12])=[CH:6][CH:5]=1)([CH3:3])[CH3:2].Cl. (5) Given the product [CH:2]([N:5]1[C:9]([C:10]2[N:19]=[C:18]3[C:17]4[CH:20]=[CH:21][C:22]([NH:24][CH2:25][C:26]([NH2:31])=[O:27])=[CH:23][C:16]=4[O:15][CH2:14][CH2:13][N:12]3[CH:11]=2)=[N:8][CH:7]=[N:6]1)([CH3:4])[CH3:3], predict the reactants needed to synthesize it. The reactants are: [Li+].[CH:2]([N:5]1[C:9]([C:10]2[N:19]=[C:18]3[N:12]([CH2:13][CH2:14][O:15][C:16]4[CH:23]=[C:22]([NH:24][CH2:25][C:26]([O-])=[O:27])[CH:21]=[CH:20][C:17]=43)[CH:11]=2)=[N:8][CH:7]=[N:6]1)([CH3:4])[CH3:3].C([N:31]=C=NCCCN(C)C)C.O.ON1C2C=CC=CC=2N=N1.CCN(C(C)C)C(C)C.[Cl-].[NH4+]. (6) The reactants are: Cl[C:2]1[CH:7]=[C:6]([C:8]2[N:12]3[N:13]=[C:14]([NH:17][C@H:18]4[CH2:23][CH2:22][C@H:21]([OH:24])[CH2:20][CH2:19]4)[CH:15]=[CH:16][C:11]3=[N:10][CH:9]=2)[CH:5]=[CH:4][N:3]=1.Cl.[O:26]1CCOCC1. Given the product [OH:24][C@H:21]1[CH2:22][CH2:23][C@H:18]([NH:17][C:14]2[CH:15]=[CH:16][C:11]3[N:12]([C:8]([C:6]4[CH:5]=[CH:4][NH:3][C:2](=[O:26])[CH:7]=4)=[CH:9][N:10]=3)[N:13]=2)[CH2:19][CH2:20]1, predict the reactants needed to synthesize it. (7) Given the product [CH3:1][S:2]([C:5]1[CH:10]=[CH:9][C:8]([C:11]2[CH:12]=[C:13]3[CH2:19][CH:18]([CH:20]4[CH2:25][CH2:24][N:23]([C:26]5[O:33][N:32]=[C:30]([C:29]([F:35])([F:34])[F:28])[N:27]=5)[CH2:22][CH2:21]4)[O:17][C:14]3=[CH:15][N:16]=2)=[CH:7][CH:6]=1)(=[O:3])=[O:4], predict the reactants needed to synthesize it. The reactants are: [CH3:1][S:2]([C:5]1[CH:10]=[CH:9][C:8]([C:11]2[CH:12]=[C:13]3[CH2:19][CH:18]([CH:20]4[CH2:25][CH2:24][N:23]([C:26]#[N:27])[CH2:22][CH2:21]4)[O:17][C:14]3=[CH:15][N:16]=2)=[CH:7][CH:6]=1)(=[O:4])=[O:3].[F:28][C:29]([F:35])([F:34])[C:30]([NH:32][OH:33])=N. (8) Given the product [CH2:13]([O:12][C:7]1[CH:8]=[C:9]2[C:4](=[CH:5][CH:6]=1)[CH:3]=[C:2]([CH:16]([C:18]1[N:19]=[CH:20][N:21]([C:23]([C:24]3[CH:29]=[CH:28][CH:27]=[CH:26][CH:25]=3)([C:30]3[CH:31]=[CH:32][CH:33]=[CH:34][CH:35]=3)[C:36]3[CH:41]=[CH:40][CH:39]=[CH:38][CH:37]=3)[CH:22]=1)[OH:17])[CH:11]=[CH:10]2)[CH3:14], predict the reactants needed to synthesize it. The reactants are: Br[C:2]1[CH:11]=[CH:10][C:9]2[C:4](=[CH:5][CH:6]=[C:7]([O:12][CH2:13][CH3:14])[CH:8]=2)[CH:3]=1.[Mg].[CH:16]([C:18]1[N:19]=[CH:20][N:21]([C:23]([C:36]2[CH:41]=[CH:40][CH:39]=[CH:38][CH:37]=2)([C:30]2[CH:35]=[CH:34][CH:33]=[CH:32][CH:31]=2)[C:24]2[CH:29]=[CH:28][CH:27]=[CH:26][CH:25]=2)[CH:22]=1)=[O:17].[Cl-].[NH4+].